Dataset: Forward reaction prediction with 1.9M reactions from USPTO patents (1976-2016). Task: Predict the product of the given reaction. Given the reactants [CH2:1]1[C:7]2[CH:8]=[CH:9][C:10]([C:12]([OH:14])=[O:13])=[CH:11][C:6]=2[CH2:5][CH2:4][NH:3][CH2:2]1.[C:15](O[C:15]([O:17][C:18]([CH3:21])([CH3:20])[CH3:19])=[O:16])([O:17][C:18]([CH3:21])([CH3:20])[CH3:19])=[O:16], predict the reaction product. The product is: [C:18]([O:17][C:15]([N:3]1[CH2:2][CH2:1][C:7]2[CH:8]=[CH:9][C:10]([C:12]([OH:14])=[O:13])=[CH:11][C:6]=2[CH2:5][CH2:4]1)=[O:16])([CH3:21])([CH3:20])[CH3:19].